From a dataset of Full USPTO retrosynthesis dataset with 1.9M reactions from patents (1976-2016). Predict the reactants needed to synthesize the given product. (1) Given the product [ClH:15].[NH:1]1[C@H:2]([C:11]([O:13][CH3:14])=[O:12])[CH2:3][CH2:4][CH2:5][C@@H:6]1[C:7]([O:9][CH3:10])=[O:8], predict the reactants needed to synthesize it. The reactants are: [N:1]1[C:6]([C:7]([O:9][CH3:10])=[O:8])=[CH:5][CH:4]=[CH:3][C:2]=1[C:11]([O:13][CH3:14])=[O:12].[ClH:15]. (2) Given the product [Cl:12][C:13]1[CH:18]=[CH:17][C:16]([O:11][C:3]2[CH:4]=[CH:5][C:6]([CH2:8][CH2:9][OH:10])=[CH:7][C:2]=2[F:1])=[CH:15][C:14]=1[F:22], predict the reactants needed to synthesize it. The reactants are: [F:1][C:2]1[CH:7]=[C:6]([CH2:8][CH2:9][OH:10])[CH:5]=[CH:4][C:3]=1[OH:11].[Cl:12][C:13]1[CH:18]=[CH:17][C:16](B(O)O)=[CH:15][C:14]=1[F:22].N1C=CC=CC=1.